From a dataset of Forward reaction prediction with 1.9M reactions from USPTO patents (1976-2016). Predict the product of the given reaction. (1) Given the reactants [CH:1]1([N:4]([CH3:21])[CH:5]2[CH2:14][CH2:13][C:12]([CH3:16])([CH3:15])[C:11]3[CH:10]=[C:9]([C:17]#[CH:18])[CH:8]=[C:7]([O:19][CH3:20])[C:6]2=3)[CH2:3][CH2:2]1.[CH3:22][O:23][C:24](=[O:33])[CH2:25][C:26]1[CH:31]=[CH:30][C:29](I)=[CH:28][CH:27]=1.C(N(CC)CC)C.C(OCC)(=O)C, predict the reaction product. The product is: [CH3:22][O:23][C:24](=[O:33])[CH2:25][C:26]1[CH:27]=[CH:28][C:29]([C:18]#[C:17][C:9]2[CH:8]=[C:7]([O:19][CH3:20])[C:6]3[CH:5]([N:4]([CH:1]4[CH2:3][CH2:2]4)[CH3:21])[CH2:14][CH2:13][C:12]([CH3:15])([CH3:16])[C:11]=3[CH:10]=2)=[CH:30][CH:31]=1. (2) Given the reactants [Mg].Cl[Si:3]([O:10][CH2:11][CH3:12])([O:7][CH2:8][CH3:9])[O:4][CH2:5][CH3:6].Br[C:14]1[CH:27]=[CH:26][C:25]2[S:24][C:23]3[C:18](=[CH:19][CH:20]=[CH:21][CH:22]=3)[S:17][C:16]=2[CH:15]=1, predict the reaction product. The product is: [CH2:5]([O:4][Si:3]([O:10][CH2:11][CH3:12])([O:7][CH2:8][CH3:9])[C:14]1[CH:27]=[CH:26][C:25]2[S:24][C:23]3[C:18](=[CH:19][CH:20]=[CH:21][CH:22]=3)[S:17][C:16]=2[CH:15]=1)[CH3:6].